Dataset: Experimentally validated miRNA-target interactions with 360,000+ pairs, plus equal number of negative samples. Task: Binary Classification. Given a miRNA mature sequence and a target amino acid sequence, predict their likelihood of interaction. (1) The miRNA is hsa-miR-197-3p with sequence UUCACCACCUUCUCCACCCAGC. The protein sequence of the target gene is MERMLPLLALGLLAAGFCPAVLCHPNSPLDEENLTQENQDRGTHVDLGLASANVDFAFSLYKQLVLKAPDKNVIFSPLSISTALAFLSLGAHNTTLTEILKGLKFNLTETSEAEIHQSFQHLLRTLNQSSDELQLSMGNAMFVKEQLSLLDRFTEDAKRLYGSEAFATDFQDSAAAKKLINDYVKNGTRGKITDLIKDLDSQTMMVLVNYIFFKAKWEMPFDPQDTHQSRFYLSKKKWVMVPMMSLHHLTIPYFRDEELSCTVVELKYTGNASALFILPDQDKMEEVEAMLLPETLKRWR.... Result: 1 (interaction). (2) The miRNA is mmu-miR-384-3p with sequence AUUCCUAGAAAUUGUUCACAAU. The protein sequence of the target gene is MEIKDQGAQMEPLLPTRNDEEAVVDRGGTRSILKTHFEKEDLEGHRTLFIGVHVPLGGRKSHRRHRHRGHKHRKRDRERDSGLEDGRESPSFDTPSQRVQFILGTEDDDEEHLPHDLFTELDEICWREGEDAEWRETARWLKFEEDVEDGGERWSKPYVATLSLHSLFELRSCILNGTVLLDMHANTIEEIADMVLDQQVSSGQLNEDVRHRVHEALMKQHHHQNQKKLANRIPIVRSFADIGKKQSEPNSMDKNAGQVVSPQSAPACAENKNDVSRENSTVDFSKGLGGQQKGHTSPCG.... Result: 0 (no interaction). (3) The miRNA is mmu-let-7b-5p with sequence UGAGGUAGUAGGUUGUGUGGUU. The protein sequence of the target gene is MDKYDDLGLEASKFIEDLNMYEASKDGLFRVDKGAGNNPEFEETRRVFATKMAKIHLQQQQQQQLLQEEALPRAGRSPVNGGNRQGASGKLAADGAAKPPLAVPTVAPGLATTTAAAQPSYPSQEQRIRPSAHGARPGSQNCGSREGPVSSQRPALHGLSPSCEDPSCLTHGDYYDNFSLASPQWGDKPEGCPSVSLGVGSGWPGCPGNDSTLPKSCGDHHPYQPQLSTVCSGRSFESGISGQDGGIGGHSSEKPTGLWSTASSQRVNLGFSSMGLENGTSAQPKGTTVSAPMVPSSASQ.... Result: 1 (interaction). (4) The miRNA is hsa-miR-3129-5p with sequence GCAGUAGUGUAGAGAUUGGUUU. The protein sequence of the target gene is MDIPISSRDFRGLQLACVALGLVAGSIIIGISVSKAAAAMGGVFIGAAVLGLLILAYPFLKARFNLDHILPTIGSLRIHPHPGADHGEGRSSTNGNKEGARSSLSTVSRTLEKLKPGTRGAEEC. Result: 0 (no interaction). (5) The miRNA is hsa-miR-6867-5p with sequence UGUGUGUGUAGAGGAAGAAGGGA. The protein sequence of the target gene is MSCCDLAAAGQLGKASIMASDCEPALNQAEGRNPTLERYLGALREAKNDSEQFAALLLVTKAVKAGDIDAKTRRRIFDAVGFTFPNRLLTTKEAPDGCPDHVLRALGVALLACFCSDPELAAHPQVLNKIPILSTFLTARGDPDDAARRSMIDDTYQCLTAVAGTPRGPRHLIAGGTVSALCQAYLGHGYGFDQALALLVGLLAAAETQCWKEAEPDLLAVLRGLSEDFQKAEDASKFELCQLLPLFLPPTTVPPECYRDLQAGLARILGSKLSSWQRNPALKLAARLAHACGSDWIPAG.... Result: 1 (interaction).